This data is from Full USPTO retrosynthesis dataset with 1.9M reactions from patents (1976-2016). The task is: Predict the reactants needed to synthesize the given product. (1) Given the product [Cl:1][C:2]1[CH:8]=[C:7]([O:9][C:10]2[C:11]3[N:18]([CH3:19])[C:17]([C:20]4[O:21][CH:22]=[CH:23][CH:24]=4)=[CH:16][C:12]=3[N:13]=[CH:14][N:15]=2)[CH:6]=[CH:5][C:3]=1[NH:4][C:41]([NH:40][C:36]1[CH:37]=[CH:38][CH:39]=[C:34]([C:33]([F:32])([F:43])[F:44])[CH:35]=1)=[O:42], predict the reactants needed to synthesize it. The reactants are: [Cl:1][C:2]1[CH:8]=[C:7]([O:9][C:10]2[C:11]3[N:18]([CH3:19])[C:17]([C:20]4[O:21][CH:22]=[CH:23][CH:24]=4)=[CH:16][C:12]=3[N:13]=[CH:14][N:15]=2)[CH:6]=[CH:5][C:3]=1[NH2:4].C(N(CC)CC)C.[F:32][C:33]([F:44])([F:43])[C:34]1[CH:35]=[C:36]([N:40]=[C:41]=[O:42])[CH:37]=[CH:38][CH:39]=1. (2) Given the product [CH3:1][O:2][C:3]1[CH:4]=[C:5]([C:13]2[N:14]=[C:15]([NH:26][C:27]([C:29]3[N:30]=[CH:31][C:32]([N:35]4[CH2:36][CH2:37][CH:38]([C:41]([OH:43])=[O:42])[CH2:39][CH2:40]4)=[N:33][CH:34]=3)=[O:28])[S:16][C:17]=2[CH2:18][N:19]2[CH2:24][CH2:23][CH2:22][CH2:21][C@H:20]2[CH3:25])[CH:6]=[C:7]([C:9]([F:10])([F:11])[F:12])[CH:8]=1, predict the reactants needed to synthesize it. The reactants are: [CH3:1][O:2][C:3]1[CH:4]=[C:5]([C:13]2[N:14]=[C:15]([NH:26][C:27]([C:29]3[N:30]=[CH:31][C:32]([N:35]4[CH2:40][CH2:39][CH:38]([C:41]([O:43]CC)=[O:42])[CH2:37][CH2:36]4)=[N:33][CH:34]=3)=[O:28])[S:16][C:17]=2[CH2:18][N:19]2[CH2:24][CH2:23][CH2:22][CH2:21][C@H:20]2[CH3:25])[CH:6]=[C:7]([C:9]([F:12])([F:11])[F:10])[CH:8]=1.C(O)C.[OH-].[Na+].C(O)(=O)C. (3) Given the product [Cl:1][C:2]1[CH:3]=[CH:4][C:5]([CH:8]([CH2:13][NH:14][CH2:15][C:16]([F:17])([F:18])[F:19])[C:9]([O-:11])=[O:10])=[CH:6][CH:7]=1.[K+:21], predict the reactants needed to synthesize it. The reactants are: [Cl:1][C:2]1[CH:7]=[CH:6][C:5]([CH:8]([CH2:13][NH:14][CH2:15][C:16]([F:19])([F:18])[F:17])[C:9]([O:11]C)=[O:10])=[CH:4][CH:3]=1.O([Si](C)(C)C)[K:21]. (4) Given the product [Cl:24][C:25]1[CH:30]=[CH:29][C:28]([C:2]2[C:7]([C:8]3[CH:13]=[CH:12][C:11]([Cl:14])=[CH:10][CH:9]=3)=[CH:6][N:5]=[C:4]([N:15]3[CH2:19][C:18]([CH3:20])([CH3:21])[NH:17][S:16]3(=[O:22])=[O:23])[N:3]=2)=[CH:27][CH:26]=1, predict the reactants needed to synthesize it. The reactants are: Cl[C:2]1[C:7]([C:8]2[CH:13]=[CH:12][C:11]([Cl:14])=[CH:10][CH:9]=2)=[CH:6][N:5]=[C:4]([N:15]2[CH2:19][C:18]([CH3:21])([CH3:20])[NH:17][S:16]2(=[O:23])=[O:22])[N:3]=1.[Cl:24][C:25]1[CH:30]=[CH:29][C:28](OB(O)O)=[CH:27][CH:26]=1.C([O-])([O-])=O.[K+].[K+].CCOC(C)=O. (5) Given the product [F:18][C:19]1[CH:24]=[CH:23][CH:22]=[C:21]([F:25])[C:20]=1[C:26]1[CH:31]=[CH:30][N:29]=[C:28]([N:32]2[CH2:37][CH2:36][N:35]([C:8]([NH:7][C:3]3[N:2]=[N:1][CH:6]=[CH:5][CH:4]=3)=[O:15])[CH2:34][CH2:33]2)[N:27]=1, predict the reactants needed to synthesize it. The reactants are: [N:1]1[CH:6]=[CH:5][CH:4]=[C:3]([NH:7][C:8](=[O:15])OCC(Cl)(Cl)Cl)[N:2]=1.Cl.Cl.[F:18][C:19]1[CH:24]=[CH:23][CH:22]=[C:21]([F:25])[C:20]=1[C:26]1[CH:31]=[CH:30][N:29]=[C:28]([N:32]2[CH2:37][CH2:36][NH:35][CH2:34][CH2:33]2)[N:27]=1. (6) Given the product [Cl:1][C:2]1[CH:7]=[CH:6][CH:5]=[C:4]([F:8])[C:3]=1[CH2:9][C:10]1[NH:14][CH2:13][CH2:12][N:11]=1.[ClH:1], predict the reactants needed to synthesize it. The reactants are: [Cl:1][C:2]1[CH:7]=[CH:6][CH:5]=[C:4]([F:8])[C:3]=1[CH2:9][C:10]#[N:11].[CH2:12](N)[CH2:13][NH2:14]. (7) Given the product [C:1]([S:9][S:9][C:1](=[S:8])[C:2]1[CH:7]=[CH:6][CH:5]=[CH:4][CH:3]=1)(=[S:8])[C:2]1[CH:7]=[CH:6][CH:5]=[CH:4][CH:3]=1, predict the reactants needed to synthesize it. The reactants are: [C:1]([S-:9])(=[S:8])[C:2]1[CH:7]=[CH:6][CH:5]=[CH:4][CH:3]=1.[Na+]. (8) Given the product [F:12][C:4]1[C:5]([O:10][CH3:11])=[CH:6][C:7]([O:8][CH3:9])=[C:2]([F:1])[C:3]=1[N:13]1[CH2:18][C:17]2[CH:19]=[N:20][C:21]3[NH:25][CH:26]=[C:23]([CH3:24])[C:22]=3[C:16]=2[N:15]([CH3:34])[C:14]1=[O:35], predict the reactants needed to synthesize it. The reactants are: [F:1][C:2]1[C:7]([O:8][CH3:9])=[CH:6][C:5]([O:10][CH3:11])=[C:4]([F:12])[C:3]=1[N:13]1[CH2:18][C:17]2[CH:19]=[N:20][C:21]3[N:25]([C:26](OC(C)(C)C)=O)[CH:24]=[C:23](I)[C:22]=3[C:16]=2[N:15]([CH3:34])[C:14]1=[O:35].C[Zn]C.C1(C)C=CC=CC=1.O1CCCC1. (9) Given the product [NH2:1][C:2]1[C:7]([C:8]([O:10][CH3:11])=[O:9])=[C:6]([OH:12])[C:5]([C:20]2[CH:19]=[CH:18][O:17][C:16]=2[CH:14]=[O:15])=[CH:4][CH:3]=1, predict the reactants needed to synthesize it. The reactants are: [NH2:1][C:2]1[C:7]([C:8]([O:10][CH3:11])=[O:9])=[C:6]([OH:12])[C:5](Br)=[CH:4][CH:3]=1.[CH:14]([C:16]1[O:17][CH:18]=[CH:19][C:20]=1B1OC(C)(C)C(C)(C)O1)=[O:15].F[B-](F)(F)F.C([PH+](C(C)(C)C)C(C)(C)C)(C)(C)C.C(=O)([O-])[O-].[Cs+].[Cs+]. (10) Given the product [Cl:1][C:2]1[CH:7]=[CH:6][CH:5]=[C:4]([F:8])[C:3]=1[C:9]1[C:13]([C:14]([O:16][CH3:17])=[O:15])=[C:12]([C:18]([C:25](=[O:26])[C:24]([F:35])([F:34])[F:23])=[CH:19][N:20]([CH3:22])[CH3:21])[O:11][N:10]=1, predict the reactants needed to synthesize it. The reactants are: [Cl:1][C:2]1[CH:7]=[CH:6][CH:5]=[C:4]([F:8])[C:3]=1[C:9]1[C:13]([C:14]([O:16][CH3:17])=[O:15])=[C:12]([CH:18]=[CH:19][N:20]([CH3:22])[CH3:21])[O:11][N:10]=1.[F:23][C:24]([F:35])([F:34])[C:25](O[C:25](=[O:26])[C:24]([F:35])([F:34])[F:23])=[O:26].